From a dataset of Peptide-MHC class I binding affinity with 185,985 pairs from IEDB/IMGT. Regression. Given a peptide amino acid sequence and an MHC pseudo amino acid sequence, predict their binding affinity value. This is MHC class I binding data. (1) The binding affinity (normalized) is 0. The peptide sequence is DVKASMLEK. The MHC is HLA-A02:02 with pseudo-sequence HLA-A02:02. (2) The MHC is H-2-Db with pseudo-sequence H-2-Db. The peptide sequence is YTVKMPNL. The binding affinity (normalized) is 0.210. (3) The MHC is HLA-B27:03 with pseudo-sequence HLA-B27:03. The binding affinity (normalized) is 0.0847. The peptide sequence is QAFEAGIDF. (4) The peptide sequence is VGSQGENQLY. The MHC is HLA-A24:02 with pseudo-sequence HLA-A24:02. The binding affinity (normalized) is 0.